Task: Predict which catalyst facilitates the given reaction.. Dataset: Catalyst prediction with 721,799 reactions and 888 catalyst types from USPTO (1) Reactant: [CH:1]([N:4]1[C:8]([C:9]2[N:18]=[C:17]3[N:11]([CH2:12][CH2:13][O:14][C:15]4[CH:22]=[C:21]([OH:23])[N:20]=[CH:19][C:16]=43)[CH:10]=2)=[N:7][CH:6]=[N:5]1)([CH3:3])[CH3:2].C[CH:25](O)[C:26]([O-:28])=[O:27].[CH3:30]O. Product: [CH3:30][O:28][C:26](=[O:27])[CH2:25][O:23][C:21]1[N:20]=[CH:19][C:16]2[C:17]3[N:11]([CH2:12][CH2:13][O:14][C:15]=2[CH:22]=1)[CH:10]=[C:9]([C:8]1[N:4]([CH:1]([CH3:3])[CH3:2])[N:5]=[CH:6][N:7]=1)[N:18]=3. The catalyst class is: 2. (2) Reactant: C(O[BH-](OC(=O)C)OC(=O)C)(=O)C.[Na+].[NH2:15][CH2:16][C@H:17]([OH:30])[CH2:18][O:19][C:20]1[C:28]2[NH:27][C:26](=[O:29])[NH:25][C:24]=2[CH:23]=[CH:22][CH:21]=1.[CH3:31][O:32][C:33]1[CH:34]=[C:35]([CH:52]=[CH:53][C:54]=1[O:55][CH3:56])[C:36]([NH:38][C:39]1[CH:44]=[CH:43][C:42]([N:45]2[CH2:50][CH2:49][C:48](=O)[CH2:47][CH2:46]2)=[CH:41][CH:40]=1)=[O:37].C(O)(=O)C. Product: [OH:30][C@H:17]([CH2:18][O:19][C:20]1[C:28]2[NH:27][C:26](=[O:29])[NH:25][C:24]=2[CH:23]=[CH:22][CH:21]=1)[CH2:16][NH:15][CH:48]1[CH2:47][CH2:46][N:45]([C:42]2[CH:43]=[CH:44][C:39]([NH:38][C:36](=[O:37])[C:35]3[CH:52]=[CH:53][C:54]([O:55][CH3:56])=[C:33]([O:32][CH3:31])[CH:34]=3)=[CH:40][CH:41]=2)[CH2:50][CH2:49]1. The catalyst class is: 9. (3) Product: [Br:36][CH2:37][C:38]([N:9]1[C:8]2[C:13](=[CH:14][CH:15]=[CH:16][C:7]=2[C:5](=[O:6])[C:4]2[CH:27]=[CH:28][CH:29]=[C:2]([Cl:1])[CH:3]=2)[N:12]([C:17]([O:19][CH2:20][C:21]2[CH:22]=[CH:23][CH:24]=[CH:25][CH:26]=2)=[O:18])[CH2:11][CH2:10]1)=[O:39]. Reactant: [Cl:1][C:2]1[CH:3]=[C:4]([CH:27]=[CH:28][CH:29]=1)[C:5]([C:7]1[CH:16]=[CH:15][CH:14]=[C:13]2[C:8]=1[NH:9][CH2:10][CH2:11][N:12]2[C:17]([O:19][CH2:20][C:21]1[CH:26]=[CH:25][CH:24]=[CH:23][CH:22]=1)=[O:18])=[O:6].N1C=CC=CC=1.[Br:36][CH2:37][C:38](Br)=[O:39]. The catalyst class is: 2. (4) Reactant: [CH:1](=[O:10])[CH2:2][CH2:3][C:4]1[CH:9]=[CH:8][CH:7]=[CH:6][CH:5]=1.[CH:11]([Mg]Br)=[CH2:12].[NH4+].[Cl-]. Product: [C:4]1([CH2:3][CH2:2][CH:1]([OH:10])[CH:11]=[CH2:12])[CH:9]=[CH:8][CH:7]=[CH:6][CH:5]=1. The catalyst class is: 1.